From a dataset of Catalyst prediction with 721,799 reactions and 888 catalyst types from USPTO. Predict which catalyst facilitates the given reaction. (1) Reactant: CN(C)C=O.[NH:6]1[C:15]2[C:10](=[CH:11][CH:12]=[CH:13][CH:14]=2)[CH:9]=[CH:8][C:7]1=[O:16].[H-].[Na+].Br[CH2:20][CH:21]1[O:25][CH2:24][CH2:23][O:22]1. Product: [O:22]1[CH2:23][CH2:24][O:25][CH:21]1[CH2:20][N:6]1[C:15]2[C:10](=[CH:11][CH:12]=[CH:13][CH:14]=2)[CH:9]=[CH:8][C:7]1=[O:16]. The catalyst class is: 84. (2) Reactant: FC(F)(F)C(OC(=O)C(F)(F)F)=O.CS(C)=O.[CH:18]([N:31]1[CH2:34][CH:33]([OH:35])[CH2:32]1)([C:25]1[CH:30]=[CH:29][CH:28]=[CH:27][CH:26]=1)[C:19]1[CH:24]=[CH:23][CH:22]=[CH:21][CH:20]=1.C(N(C(C)C)CC)(C)C.[NH4+].[Cl-]. Product: [CH:18]([N:31]1[CH2:34][C:33](=[O:35])[CH2:32]1)([C:25]1[CH:30]=[CH:29][CH:28]=[CH:27][CH:26]=1)[C:19]1[CH:20]=[CH:21][CH:22]=[CH:23][CH:24]=1. The catalyst class is: 2. (3) Reactant: Br[C:2]1[CH:7]=[CH:6][C:5]([Br:8])=[CH:4][N:3]=1.[H-].[Na+].[OH:11][CH2:12][CH:13]1[CH2:18][CH2:17][N:16]([C:19]([O:21][C:22]([CH3:25])([CH3:24])[CH3:23])=[O:20])[CH2:15][CH2:14]1. Product: [Br:8][C:5]1[CH:6]=[CH:7][C:2]([O:11][CH2:12][CH:13]2[CH2:18][CH2:17][N:16]([C:19]([O:21][C:22]([CH3:25])([CH3:24])[CH3:23])=[O:20])[CH2:15][CH2:14]2)=[N:3][CH:4]=1. The catalyst class is: 3. (4) Reactant: [C:1](Cl)(=[O:10])[C:2]1[NH:9][C:7](=[O:8])[NH:6][C:4](=[O:5])[CH:3]=1.[NH2:12][C@H:13]([C:17]([OH:19])=[O:18])[CH:14]([CH3:16])[CH3:15].C(=O)=O.CC(C)=O. Product: [O:8]=[C:7]1[NH:9][C:2]([C:1]([NH:12][CH:13]([CH:14]([CH3:16])[CH3:15])[C:17]([OH:19])=[O:18])=[O:10])=[CH:3][C:4](=[O:5])[NH:6]1. The catalyst class is: 64. (5) Reactant: [C:1]([C:5]1[O:9][N:8]=[C:7]([C:10]2[CH:15]=[C:14]([OH:16])[C:13]([S:17]([CH3:20])(=[O:19])=[O:18])=[CH:12][N:11]=2)[N:6]=1)([CH3:4])([CH3:3])[CH3:2].C([O-])([O-])=O.[Cs+].[Cs+].FC(F)(F)S(O[CH2:33][C:34]([F:37])([F:36])[F:35])(=O)=O. Product: [C:1]([C:5]1[O:9][N:8]=[C:7]([C:10]2[CH:15]=[C:14]([O:16][CH2:33][C:34]([F:37])([F:36])[F:35])[C:13]([S:17]([CH3:20])(=[O:18])=[O:19])=[CH:12][N:11]=2)[N:6]=1)([CH3:4])([CH3:2])[CH3:3]. The catalyst class is: 3. (6) Reactant: OO.[Br:3][C:4]1[CH:9]=[CH:8][CH:7]=[CH:6][C:5]=1[S:10]([C:13]1([C:18]#[N:19])[CH2:17][CH2:16][CH2:15][CH2:14]1)(=[O:12])=[O:11].C([O-])([O-])=[O:21].[K+].[K+].CS(C)=O. Product: [Br:3][C:4]1[CH:9]=[CH:8][CH:7]=[CH:6][C:5]=1[S:10]([C:13]1([C:18]([NH2:19])=[O:21])[CH2:17][CH2:16][CH2:15][CH2:14]1)(=[O:12])=[O:11]. The catalyst class is: 6.